This data is from Experimentally validated miRNA-target interactions with 360,000+ pairs, plus equal number of negative samples. The task is: Binary Classification. Given a miRNA mature sequence and a target amino acid sequence, predict their likelihood of interaction. (1) The protein sequence of the target gene is MPGLWRQRLPSAWALLLLPFLPLLMPAAPAAHRGSYKPVIVVHGLFDSSYSFRHLLDYINETHTGTVVTVLDLFDGRESLRPLWEQVQGFREAVVPIMEKAPEGVHLICYSQGGLVCRALLSVMDNHNVDSFISLSSPQMGQYGDTDYLKWLFPTSMRSNLYRVCYSPWGQEFSICNYWHDPHHDDLYLNASSFLALINGERDHPNATAWRKNFLRVGRLVLIGGPDDGVITPWQSSFFGFYDANETVLEMEEQPVYLRDSFGLKTLLARGAIVRCPMAGISHTTWHSNRTLYDTCIEPW.... Result: 0 (no interaction). The miRNA is mmu-miR-343 with sequence UCUCCCUUCAUGUGCCCAGA. (2) The protein sequence of the target gene is MSAEVPEAASAEEQKEMEDKVTSPEKAEEAKLKARYPHLGQKPGGSDFLRKRLQKGQKYFDSGDYNMAKAKMKNKQLPAAAPDKTEVTGDHIPTPQDLPQRKPSLVASKLAG. The miRNA is hsa-miR-100-3p with sequence CAAGCUUGUAUCUAUAGGUAUG. Result: 0 (no interaction). (3) The miRNA is hsa-miR-6759-3p with sequence UGACCUUUGCCUCUCCCCUCAG. The protein sequence of the target gene is MSVSGKKEFDVKQILRLRWRWFSHPFQGSTNTGSCLQQEGYEHRGTPVQGRLKSHSRDRNGLKKSNSPVHHNILAPVPGPAPAHQRAVQNLQQHNLIVHFQANEDTPKSVPEKNLFKEACEKRAQDLEMMADDNIEDSTARLDTQHSEDMNATRSEEQFHVINHAEQTLRKMENYLKEKQLCDVLLIAGHLRIPAHRLVLSAVSDYFAAMFTNDVLEAKQEEVRMEGVDPNALNSLVQYAYTGVLQLKEDTIESLLAAACLLQLTQVIDVCSNFLIKQLHPSNCLGIRSFGDAQGCTELL.... Result: 1 (interaction). (4) The miRNA is hsa-miR-5590-3p with sequence AAUAAAGUUCAUGUAUGGCAA. The protein sequence of the target gene is MASRGKTETSKLKQNLEEQLDRLMQQLQDLEECREELDTDEYEETKKETLEQLSEFNDSLKKIMSGNMTLVDELSGMQLAIQAAISQAFKTPEVIRLFAKKQPGQLRTRLAEMDRDLMVGKLERDLYTQQKVEILTALRKLGEKLTADDEAFLSANAGAILSQFEKVSTDLGSGDKILALASFEVEKTKK. Result: 1 (interaction). (5) The miRNA is mmu-miR-691 with sequence AUUCCUGAAGAGAGGCAGAAAA. The protein sequence of the target gene is MGIELVCLFLLLLGRNDHVQGGCAWGGAESCSDCLLTGPHCAWCSQENFTHLSGAGERCDTPANLLAKGCQLPFIENPVSRIEVLQNKPLSVGRQKNSSDIVQIAPQSLVLKLRPGREQTLQVQVRQTEDYPVDLYYLMDLSASMDDDLNTIKELGSRLAKEMSKLTSNFRLGFGSFVEKPVSPFMKTTPEEITNPCSSIPYFCLPTFGFKHILPLTDDAERFNEIVRKQKISANIDTPEGGFDAIMQAAVCKEKIGWRNDSLHLLVFVSDADSHFGMDSKLAGIVIPNDGLCHLDHRNE.... Result: 0 (no interaction). (6) The miRNA is hsa-miR-6729-5p with sequence UGGGCGAGGGCGGCUGAGCGGC. Result: 0 (no interaction). The protein sequence of the target gene is MSYGPLDMYRNPGPSGPQLRDFSSIIQTCSGNIQRISQATAQIKNLMSQLGTKQDSSKLQENLQQLQHSTNQLAKETNELLKELGSLPLPLSTSEQRQQRLQKERLMNDFSAALNNFQAVQRRVSEKEKESIARARAGSRLSAEERQREEQLVSFDSHEEWNQMQSQEDEVAITEQDLELIKERETAIRQLEADILDVNQIFKDLAMMIHDQGDLIDSIEANVESSEVHVERATEQLQRAAYYQKKSRKKMCILVLVLSVIILILGLIIWLVYKTK. (7) The miRNA is hsa-miR-3960 with sequence GGCGGCGGCGGAGGCGGGGG. The protein sequence of the target gene is MENSLRCVWVPKLAFVLFGASLFSAHLQVTGFQIKAFTALRFLSEPSDAVTMRGGNVLLDCSAESDRGVPVIKWKKDGIHLALGMDERKQQLSNGSLLIQNILHSRHHKPDEGLYQCEASLGDSGSIISRTAKVAVAGPLRFLSQTESVTAFMGDTVLLKCEVIGEPMPTIHWQKNQQDLTPIPGDSRVVVLPSGALQISRLQPGDIGIYRCSARNPASSRTGNEAEVRILSDPGLHRQLYFLQRPSNVVAIEGKDAVLECCVSGYPPPSFTWLRGEEVIQLRSKKYSLLGGSNLLISNV.... Result: 0 (no interaction).